Binary Classification. Given a miRNA mature sequence and a target amino acid sequence, predict their likelihood of interaction. From a dataset of Experimentally validated miRNA-target interactions with 360,000+ pairs, plus equal number of negative samples. (1) The miRNA is hsa-miR-4477b with sequence AUUAAGGACAUUUGUGAUUGAU. The protein sequence of the target gene is MSGGGTETPVGCEAAPGGGSKKRDSLGTAGSAHLIIKDLGEIHSRLLDHRPVIQGETRYFVKEFEEKRGLREMRVLENLKNMIHETNEHTLPKCRDTMRDSLSQVLQRLQAANDSVCRLQQREQERKKIHSDHLVASEKQHMLQWDNFMKEQPNKRAEVDEEHRKAMERLKEQYAEMEKDLAKFSTF. Result: 1 (interaction). (2) The miRNA is mmu-miR-19b-3p with sequence UGUGCAAAUCCAUGCAAAACUGA. The protein sequence of the target gene is MAEGDNRSSNLLAVETASLEEQLQGWGEVMLMADKVLRWERAWFPPAIMGVVSLLFLIIYYLDPSVLSGVSCFVMFLCLADYLVPILAPRIFGSNKWTTEQQQRFHEICSNLVKTRRRAVGWWKRLFSLKEEKPKMYFMTMIISLAAVAWVGQQVHNLLLTYLIVTFVLLLPGLNQHGIILKYIGMAKREINKLLKQKEKKNE. Result: 1 (interaction). (3) The miRNA is hsa-miR-203a-3p with sequence GUGAAAUGUUUAGGACCACUAG. The protein sequence of the target gene is MRCPKSAVTMRNEELLLSNGTANKMNGALDHSDQPDPDAIKMFVGQIPRSWSEKELKELFEPYGAVYQINVLRDRSQNPPQSKGCCFVTFYTRKAALEAQNALHNIKTLPGMHHPIQMKPADSEKSNAVEDRKLFIGMVSKKCNENDIRVMFSPFGQIEECRILRGPDGLSRGCAFVTFSTRAMAQNAIKAMHQSQTMEGCSSPIVVKFADTQKDKEQRRLQQQLAQQMQQLNTATWGNLTGLGGLTPQYLALLQQATSSSNLGAFSGIQQMAGMNALQLQNLATLAAAAAAAQTSATST.... Result: 1 (interaction).